Dataset: Forward reaction prediction with 1.9M reactions from USPTO patents (1976-2016). Task: Predict the product of the given reaction. (1) The product is: [F:42][C@H:37]1[C@@H:36]([O:35][C:30]2[CH:29]=[CH:28][C:27]([C:23]3[N:22]=[C:21]([NH:20][C:4]4[CH:5]=[CH:6][C:7]([N:8]5[CH2:9][CH2:10][N:11]([CH:14]6[CH2:19][CH2:18][O:17][CH2:16][CH2:15]6)[CH2:12][CH2:13]5)=[C:2]([F:1])[CH:3]=4)[N:26]=[CH:25][N:24]=3)=[CH:34][C:31]=2[C:32]#[N:33])[CH2:41][CH2:40][N:39]([C:77](=[O:78])[CH2:76][OH:79])[CH2:38]1. Given the reactants [F:1][C:2]1[CH:3]=[C:4]([NH:20][C:21]2[N:26]=[CH:25][N:24]=[C:23]([C:27]3[CH:28]=[CH:29][C:30]([O:35][C@H:36]4[CH2:41][CH2:40][NH:39][CH2:38][C@H:37]4[F:42])=[C:31]([CH:34]=3)[C:32]#[N:33])[N:22]=2)[CH:5]=[CH:6][C:7]=1[N:8]1[CH2:13][CH2:12][N:11]([CH:14]2[CH2:19][CH2:18][O:17][CH2:16][CH2:15]2)[CH2:10][CH2:9]1.C(N(CC)C(C)C)(C)C.CN(C(ON1N=NC2C=CC=NC1=2)=[N+](C)C)C.F[P-](F)(F)(F)(F)F.[C:76](O)(=[O:79])[CH2:77][OH:78], predict the reaction product. (2) Given the reactants Cl.[O:2]([CH2:20][CH2:21][C:22]1([CH2:28][CH2:29][N:30]2[CH2:35][CH2:34][O:33][CH2:32][CH2:31]2)[CH2:27][CH2:26][CH2:25][CH2:24][CH2:23]1)[Si](C(C)(C)C)(C1C=CC=CC=1)C1C=CC=CC=1, predict the reaction product. The product is: [OH:2][CH2:20][CH2:21][C:22]1([CH2:28][CH2:29][N:30]2[CH2:31][CH2:32][O:33][CH2:34][CH2:35]2)[CH2:23][CH2:24][CH2:25][CH2:26][CH2:27]1. (3) The product is: [N:27]1([C:10]2[CH:11]=[C:12]([NH:13][CH:21]3[CH2:26][CH2:25][O:24][CH2:23][CH2:22]3)[N:7]3[N:6]=[C:5]([C:1](=[O:4])[C:2](=[O:34])[CH3:3])[CH:32]=[C:8]3[N:9]=2)[CH2:28][CH2:29][CH2:30][CH2:31]1. Given the reactants [C:1]([C:5]1[CH:32]=[C:8]2[N:9]=[C:10]([N:27]3[CH2:31][CH2:30][CH2:29][CH2:28]3)[CH:11]=[C:12]([N:13]([CH:21]3[CH2:26][CH2:25][O:24][CH2:23][CH2:22]3)C(=O)OC(C)(C)C)[N:7]2[N:6]=1)(=[O:4])[CH2:2][CH3:3].N([O-])=[O:34].[Na+].Cl.C(=O)(O)[O-].[Na+], predict the reaction product. (4) Given the reactants [OH:1][CH:2]([CH2:8][NH:9][S:10]([C:13]1[CH:18]=[CH:17][CH:16]=[CH:15][C:14]=1[N+:19]([O-:21])=[O:20])(=[O:12])=[O:11])[CH2:3][C:4]([O:6][CH3:7])=[O:5].[Br:22][CH2:23][CH2:24]Br.C([O-])([O-])=O.[K+].[K+], predict the reaction product. The product is: [Br:22][CH2:23][CH2:24][N:9]([S:10]([C:13]1[CH:18]=[CH:17][CH:16]=[CH:15][C:14]=1[N+:19]([O-:21])=[O:20])(=[O:11])=[O:12])[CH2:8][CH:2]([OH:1])[CH2:3][C:4]([O:6][CH3:7])=[O:5]. (5) Given the reactants Cl.Cl.[NH2:3][CH2:4][C:5]1[CH:6]=[C:7]([C:11]2[C:12]3[N:13]([N:18]=[C:19]([NH:21][C:22]4[CH:27]=[CH:26][C:25]([N:28]5[CH:32]=[C:31]([CH3:33])[N:30]=[CH:29]5)=[C:24]([O:34][CH3:35])[CH:23]=4)[N:20]=3)[CH:14]=[C:15]([CH3:17])[CH:16]=2)[CH:8]=[CH:9][CH:10]=1.C(NC(C)C)(C)C.[C:43](Cl)(=[O:45])[CH3:44], predict the reaction product. The product is: [CH3:35][O:34][C:24]1[CH:23]=[C:22]([NH:21][C:19]2[N:20]=[C:12]3[C:11]([C:7]4[CH:6]=[C:5]([CH:10]=[CH:9][CH:8]=4)[CH2:4][NH:3][C:43](=[O:45])[CH3:44])=[CH:16][C:15]([CH3:17])=[CH:14][N:13]3[N:18]=2)[CH:27]=[CH:26][C:25]=1[N:28]1[CH:32]=[C:31]([CH3:33])[N:30]=[CH:29]1.